From a dataset of TCR-epitope binding with 47,182 pairs between 192 epitopes and 23,139 TCRs. Binary Classification. Given a T-cell receptor sequence (or CDR3 region) and an epitope sequence, predict whether binding occurs between them. (1) The epitope is ATVVIGTSK. The TCR CDR3 sequence is CASSFDTGGYEQYF. Result: 0 (the TCR does not bind to the epitope). (2) The epitope is YLQPRTFLL. The TCR CDR3 sequence is CASSNTPLDEAFF. Result: 0 (the TCR does not bind to the epitope). (3) Result: 1 (the TCR binds to the epitope). The epitope is TAFTIPSI. The TCR CDR3 sequence is CATSDLQGVRGVNEQFF. (4) The epitope is KLMNIQQKL. The TCR CDR3 sequence is CASRAGSPTDTQYF. Result: 0 (the TCR does not bind to the epitope). (5) The epitope is ILGLPTQTV. The TCR CDR3 sequence is CASSSRQRTNTGELFF. Result: 0 (the TCR does not bind to the epitope). (6) The epitope is KMKDLSPRW. The TCR CDR3 sequence is CASSEYGGRAGANVLTF. Result: 1 (the TCR binds to the epitope). (7) The epitope is IVTDFSVIK. The TCR CDR3 sequence is CASSPRDRDFNYGYTF. Result: 0 (the TCR does not bind to the epitope). (8) The epitope is MMISAGFSL. The TCR CDR3 sequence is CASSSSPGTSGNQPQHF. Result: 0 (the TCR does not bind to the epitope). (9) The epitope is LLFNKVTLA. The TCR CDR3 sequence is CASSQEASGGGDEQFF. Result: 0 (the TCR does not bind to the epitope). (10) The epitope is FPPTSFGPL. The TCR CDR3 sequence is CASRGWGNTEAFF. Result: 1 (the TCR binds to the epitope).